Dataset: Reaction yield outcomes from USPTO patents with 853,638 reactions. Task: Predict the reaction yield, written as a fraction of the theoretical maximum amount of product (1.0 means a 100% yield; for example, 0.34 means a 34% yield). (1) The reactants are [CH3:1][O:2][C:3](=[O:33])[C:4]1[CH:9]=[CH:8][C:7]([CH2:10][N:11]2[CH:15]=[C:14]([C:16]3[CH:21]=[CH:20][C:19]([Cl:22])=[CH:18][C:17]=3[Cl:23])[N:13]=[C:12]2/[CH:24]=[CH:25]/[C:26]2[CH:31]=[CH:30][C:29](Br)=[CH:28][CH:27]=2)=[CH:6][CH:5]=1.[N:34]1[CH:39]=[CH:38][CH:37]=[N:36][C:35]=1B(O)O. No catalyst specified. The product is [CH3:1][O:2][C:3](=[O:33])[C:4]1[CH:9]=[CH:8][C:7]([CH2:10][N:11]2[CH:15]=[C:14]([C:16]3[CH:21]=[CH:20][C:19]([Cl:22])=[CH:18][C:17]=3[Cl:23])[N:13]=[C:12]2/[CH:24]=[CH:25]/[C:26]2[CH:31]=[CH:30][C:29]([N:36]3[CH:37]=[CH:38][CH:39]=[N:34][CH2:35]3)=[CH:28][CH:27]=2)=[CH:6][CH:5]=1. The yield is 0.620. (2) The reactants are [N:1]12[CH2:8][CH2:7][CH:4]([CH2:5][CH2:6]1)[CH:3]([NH:9][C:10]([C:12]1[CH:13]=[C:14]([NH2:27])[CH:15]=[C:16]3[O:20][C:19]([C:21]4[CH:26]=[CH:25][CH:24]=[CH:23][CH:22]=4)=[N:18][C:17]=13)=[O:11])[CH2:2]2.N1C=CC=CC=1.[C:34](OC(=O)C)(=[O:36])[CH3:35]. The catalyst is C(Cl)Cl. The product is [N:1]12[CH2:8][CH2:7][CH:4]([CH2:5][CH2:6]1)[CH:3]([NH:9][C:10]([C:12]1[CH:13]=[C:14]([NH:27][C:34](=[O:36])[CH3:35])[CH:15]=[C:16]3[O:20][C:19]([C:21]4[CH:22]=[CH:23][CH:24]=[CH:25][CH:26]=4)=[N:18][C:17]=13)=[O:11])[CH2:2]2. The yield is 0.440. (3) The catalyst is CN(C=O)C. The product is [C:1]([C:3]1[CH:4]=[C:5]([C:13]2[O:15][N:26]=[C:27]([C:28]3[CH:45]=[CH:44][C:31]4[CH2:32][CH2:33][N:34]([C:37]([O:39][C:40]([CH3:41])([CH3:42])[CH3:43])=[O:38])[CH2:35][CH2:36][C:30]=4[CH:29]=3)[N:46]=2)[CH:6]=[N:7][C:8]=1[NH:9][CH2:10][CH2:11][CH3:12])#[N:2]. The reactants are [C:1]([C:3]1[CH:4]=[C:5]([C:13]([OH:15])=O)[CH:6]=[N:7][C:8]=1[NH:9][CH2:10][CH2:11][CH3:12])#[N:2].CCN(C(C)C)C(C)C.O[NH:26][C:27](=[NH:46])[C:28]1[CH:45]=[CH:44][C:31]2[CH2:32][CH2:33][N:34]([C:37]([O:39][C:40]([CH3:43])([CH3:42])[CH3:41])=[O:38])[CH2:35][CH2:36][C:30]=2[CH:29]=1.CN(C(ON1N=NC2C=CC=NC1=2)=[N+](C)C)C.F[P-](F)(F)(F)(F)F. The yield is 0.490.